This data is from Full USPTO retrosynthesis dataset with 1.9M reactions from patents (1976-2016). The task is: Predict the reactants needed to synthesize the given product. (1) Given the product [Cl:1][C:2]1[CH:7]=[CH:6][C:5]([C@@H:8]2[C:17]3[C:12](=[CH:13][CH:14]=[CH:15][CH:16]=3)[CH2:11][C@H:10]([CH3:18])[N:9]2[C:27]([NH:26][C:23]2[CH:24]=[CH:25][C:20]([F:19])=[CH:21][CH:22]=2)=[O:28])=[CH:4][CH:3]=1, predict the reactants needed to synthesize it. The reactants are: [Cl:1][C:2]1[CH:7]=[CH:6][C:5]([C@@H:8]2[C:17]3[C:12](=[CH:13][CH:14]=[CH:15][CH:16]=3)[CH2:11][C@H:10]([CH3:18])[NH:9]2)=[CH:4][CH:3]=1.[F:19][C:20]1[CH:25]=[CH:24][C:23]([N:26]=[C:27]=[O:28])=[CH:22][CH:21]=1. (2) The reactants are: [Cl:1][C:2]1[CH:3]=[CH:4][C:5]2[N:11]3[C:12]([C:15]([F:18])([F:17])[F:16])=[N:13][N:14]=[C:10]3[C@@H:9]([CH2:19][C:20]([O:22]CC)=[O:21])[O:8][C@H:7]([C:25]3[CH:30]=[CH:29][CH:28]=[C:27]([O:31][CH3:32])[C:26]=3[O:33][CH:34]([F:36])[F:35])[C:6]=2[CH:37]=1.Cl. Given the product [Cl:1][C:2]1[CH:3]=[CH:4][C:5]2[N:11]3[C:12]([C:15]([F:18])([F:17])[F:16])=[N:13][N:14]=[C:10]3[C@@H:9]([CH2:19][C:20]([OH:22])=[O:21])[O:8][C@H:7]([C:25]3[CH:30]=[CH:29][CH:28]=[C:27]([O:31][CH3:32])[C:26]=3[O:33][CH:34]([F:35])[F:36])[C:6]=2[CH:37]=1, predict the reactants needed to synthesize it. (3) Given the product [CH3:13][C:12]([CH:14]1[CH2:19][CH2:18][CH2:17][N:16]([C:20]([O:22][C:23]([CH3:24])([CH3:26])[CH3:25])=[O:21])[CH2:15]1)([S:9]([C:5]1[CH:6]=[CH:7][CH:8]=[C:3]([C:2]([F:1])([F:27])[F:28])[CH:4]=1)(=[O:10])=[O:11])[CH3:29], predict the reactants needed to synthesize it. The reactants are: [F:1][C:2]([F:28])([F:27])[C:3]1[CH:4]=[C:5]([S:9]([CH:12]([CH:14]2[CH2:19][CH2:18][CH2:17][N:16]([C:20]([O:22][C:23]([CH3:26])([CH3:25])[CH3:24])=[O:21])[CH2:15]2)[CH3:13])(=[O:11])=[O:10])[CH:6]=[CH:7][CH:8]=1.[CH3:29][Si]([N-][Si](C)(C)C)(C)C.[Na+].CI.